From a dataset of Forward reaction prediction with 1.9M reactions from USPTO patents (1976-2016). Predict the product of the given reaction. Given the reactants [H-].[Na+].[F:3][C:4]([F:8])([F:7])[CH2:5][OH:6].Cl[C:10]1[N:20]=[C:19]([C:21]([F:24])([F:23])[F:22])[CH:18]=[C:17]([CH3:25])[C:11]=1[C:12]([O:14][CH2:15][CH3:16])=[O:13], predict the reaction product. The product is: [CH3:25][C:17]1[C:11]([C:12]([O:14][CH2:15][CH3:16])=[O:13])=[C:10]([O:6][CH2:5][C:4]([F:8])([F:7])[F:3])[N:20]=[C:19]([C:21]([F:24])([F:23])[F:22])[CH:18]=1.